Dataset: Forward reaction prediction with 1.9M reactions from USPTO patents (1976-2016). Task: Predict the product of the given reaction. (1) Given the reactants [Cl:1][C:2]1[CH:30]=[CH:29][C:5]([CH2:6][O:7][C:8]2[C:9]([O:25][CH2:26][CH2:27][F:28])=[C:10]([CH:14]([C:16]3[C:24]4[C:19](=[N:20][CH:21]=[CH:22][CH:23]=4)[NH:18][CH:17]=3)[OH:15])[CH:11]=[CH:12][CH:13]=2)=[C:4]([F:31])[CH:3]=1.CC(OI1(OC(C)=O)(OC(C)=O)OC(=O)C2C=CC=CC1=2)=O, predict the reaction product. The product is: [Cl:1][C:2]1[CH:30]=[CH:29][C:5]([CH2:6][O:7][C:8]2[C:9]([O:25][CH2:26][CH2:27][F:28])=[C:10]([C:14]([C:16]3[C:24]4[C:19](=[N:20][CH:21]=[CH:22][CH:23]=4)[NH:18][CH:17]=3)=[O:15])[CH:11]=[CH:12][CH:13]=2)=[C:4]([F:31])[CH:3]=1. (2) Given the reactants [NH2:1][C:2]1[N:6]([CH3:7])[N:5]=[CH:4][C:3]=1[C:8]([O:10][CH2:11][CH3:12])=[O:9].[Br:13][C:14]1[CH:22]=[CH:21][C:17]([C:18](Cl)=[O:19])=[CH:16][CH:15]=1.CCN(C(C)C)C(C)C, predict the reaction product. The product is: [Br:13][C:14]1[CH:22]=[CH:21][C:17]([C:18]([NH:1][C:2]2[N:6]([CH3:7])[N:5]=[CH:4][C:3]=2[C:8]([O:10][CH2:11][CH3:12])=[O:9])=[O:19])=[CH:16][CH:15]=1. (3) Given the reactants [CH3:1][O:2][CH2:3][CH2:4][CH2:5][CH2:6][N:7]1[C:12]2[CH:13]=[C:14]([C:21]([OH:23])=O)[C:15]([C:17]([F:20])([F:19])[F:18])=[CH:16][C:11]=2[O:10][C:9]([CH3:25])([CH3:24])[C:8]1=[O:26].[CH:27]([NH:30][CH:31]1[CH2:35][CH2:34][N:33]([C:36]([O:38][CH2:39][C:40]2[CH:45]=[CH:44][CH:43]=[CH:42][CH:41]=2)=[O:37])[CH2:32]1)([CH3:29])[CH3:28], predict the reaction product. The product is: [CH:27]([N:30]([C:21]([C:14]1[C:15]([C:17]([F:20])([F:18])[F:19])=[CH:16][C:11]2[O:10][C:9]([CH3:25])([CH3:24])[C:8](=[O:26])[N:7]([CH2:6][CH2:5][CH2:4][CH2:3][O:2][CH3:1])[C:12]=2[CH:13]=1)=[O:23])[CH:31]1[CH2:35][CH2:34][N:33]([C:36]([O:38][CH2:39][C:40]2[CH:41]=[CH:42][CH:43]=[CH:44][CH:45]=2)=[O:37])[CH2:32]1)([CH3:29])[CH3:28]. (4) Given the reactants [H-].[Na+].[I:3][C:4]1[CH:5]=[C:6]([CH:9]=[CH:10][CH:11]=1)[CH2:7][OH:8].[F:12][C:13]1[CH:20]=[CH:19][CH:18]=[C:17](F)[C:14]=1[C:15]#[N:16], predict the reaction product. The product is: [F:12][C:13]1[CH:20]=[CH:19][CH:18]=[C:17]([O:8][CH2:7][C:6]2[CH:9]=[CH:10][CH:11]=[C:4]([I:3])[CH:5]=2)[C:14]=1[C:15]#[N:16]. (5) Given the reactants [H-].[Al+3].[Li+].[H-].[H-].[H-].[CH2:7]([N:14]1[CH2:20][CH2:19][CH2:18][O:17][CH:16]([CH2:21][C:22]2[CH:27]=[CH:26][C:25]([F:28])=[CH:24][CH:23]=2)[C:15]1=O)[C:8]1[CH:13]=[CH:12][CH:11]=[CH:10][CH:9]=1, predict the reaction product. The product is: [CH2:7]([N:14]1[CH2:20][CH2:19][CH2:18][O:17][CH:16]([CH2:21][C:22]2[CH:23]=[CH:24][C:25]([F:28])=[CH:26][CH:27]=2)[CH2:15]1)[C:8]1[CH:9]=[CH:10][CH:11]=[CH:12][CH:13]=1. (6) Given the reactants [CH2:1]([O:8][C:9]1[CH:14]=[CH:13][C:12]([CH2:15][CH2:16][NH:17][CH2:18][C:19]2[CH:24]=[CH:23][C:22]([C:25]([CH3:28])([CH3:27])[CH3:26])=[CH:21][CH:20]=2)=[CH:11][C:10]=1[C:29]([CH3:32])([CH3:31])[CH3:30])[C:2]1[CH:7]=[CH:6][CH:5]=[CH:4][CH:3]=1.[Cl:33][C:34]1[C:35]([F:47])=[C:36]([CH:40]=[C:41]([C:43]([F:46])([F:45])[F:44])[CH:42]=1)[C:37](O)=[O:38], predict the reaction product. The product is: [CH2:1]([O:8][C:9]1[CH:14]=[CH:13][C:12]([CH2:15][CH2:16][N:17]([CH2:18][C:19]2[CH:24]=[CH:23][C:22]([C:25]([CH3:26])([CH3:28])[CH3:27])=[CH:21][CH:20]=2)[C:37](=[O:38])[C:36]2[CH:40]=[C:41]([C:43]([F:44])([F:45])[F:46])[CH:42]=[C:34]([Cl:33])[C:35]=2[F:47])=[CH:11][C:10]=1[C:29]([CH3:32])([CH3:31])[CH3:30])[C:2]1[CH:3]=[CH:4][CH:5]=[CH:6][CH:7]=1. (7) The product is: [Si:1]([O:18][CH2:19][C:20]1[C:25]([N:26]2[CH2:31][C@H:30]([CH3:32])[O:29][C@H:28]([CH3:33])[CH2:27]2)=[C:24]([F:34])[C:23]([F:35])=[C:22]([C:39]([CH:41]2[CH2:46][CH2:45][O:44][CH2:43][CH2:42]2)=[O:40])[CH:21]=1)([C:14]([CH3:16])([CH3:17])[CH3:15])([C:2]1[CH:7]=[CH:6][CH:5]=[CH:4][CH:3]=1)[C:8]1[CH:13]=[CH:12][CH:11]=[CH:10][CH:9]=1. Given the reactants [Si:1]([O:18][CH2:19][C:20]1[C:25]([N:26]2[CH2:31][C@H:30]([CH3:32])[O:29][C@H:28]([CH3:33])[CH2:27]2)=[C:24]([F:34])[C:23]([F:35])=[CH:22][CH:21]=1)([C:14]([CH3:17])([CH3:16])[CH3:15])([C:8]1[CH:13]=[CH:12][CH:11]=[CH:10][CH:9]=1)[C:2]1[CH:7]=[CH:6][CH:5]=[CH:4][CH:3]=1.CON(C)[C:39]([CH:41]1[CH2:46][CH2:45][O:44][CH2:43][CH2:42]1)=[O:40], predict the reaction product. (8) Given the reactants [C:1]([C:5]1[CH:6]=[CH:7][C:8]([O:18]C)=[C:9]([C:11]2[CH:16]=[CH:15][C:14]([CH3:17])=[CH:13][N:12]=2)[CH:10]=1)([CH3:4])([CH3:3])[CH3:2].B(Br)(Br)Br.CO.C(=O)([O-])O.[Na+], predict the reaction product. The product is: [C:1]([C:5]1[CH:6]=[CH:7][C:8]([OH:18])=[C:9]([C:11]2[CH:16]=[CH:15][C:14]([CH3:17])=[CH:13][N:12]=2)[CH:10]=1)([CH3:4])([CH3:3])[CH3:2]. (9) Given the reactants [CH3:1][O:2][C:3]1[CH:8]=[C:7]([O:9][CH3:10])[CH:6]=[CH:5][C:4]=1[C:11]1[C:15]([O:16][C:17]2[CH:22]=[CH:21][CH:20]=[CH:19][C:18]=2[Cl:23])=[CH:14][NH:13][N:12]=1.Cl[S:25]([OH:28])(=[O:27])=[O:26], predict the reaction product. The product is: [CH3:1][O:2][C:3]1[CH:8]=[C:7]([O:9][CH3:10])[C:6]([S:25]([OH:28])(=[O:27])=[O:26])=[CH:5][C:4]=1[C:11]1[C:15]([O:16][C:17]2[CH:22]=[CH:21][CH:20]=[CH:19][C:18]=2[Cl:23])=[CH:14][NH:13][N:12]=1.